Dataset: Forward reaction prediction with 1.9M reactions from USPTO patents (1976-2016). Task: Predict the product of the given reaction. (1) Given the reactants [Br:1][CH2:2][C:3](=[O:11])[C:4]([F:10])([F:9])[C:5]([F:8])([F:7])[F:6].[NH2:12][C:13]1[CH:18]=[CH:17][C:16]([Br:19])=[C:15]([CH3:20])[N:14]=1, predict the reaction product. The product is: [BrH:1].[Br:19][C:16]1[CH:17]=[CH:18][C:13]2[N:14]([CH2:2][C:3]([C:4]([F:10])([F:9])[C:5]([F:8])([F:7])[F:6])([OH:11])[N:12]=2)[C:15]=1[CH3:20]. (2) Given the reactants [I:1][C:2]1[C:3](=[O:29])[NH:4][C:5]([CH3:28])=[CH:6][C:7]=1[O:8][CH2:9][C:10]1[CH:27]=[CH:26][CH:25]=[CH:24][C:11]=1[CH2:12][N:13]1[C:21](=[O:22])[C:20]2[C:15](=[CH:16][CH:17]=[CH:18][CH:19]=2)[C:14]1=[O:23].Br[CH2:31][C:32]1[CH:33]=[CH:34][C:35]([O:40][CH3:41])=[C:36]([CH:39]=1)[C:37]#[N:38].[H-].[Na+], predict the reaction product. The product is: [O:23]=[C:14]1[C:15]2[C:20](=[CH:19][CH:18]=[CH:17][CH:16]=2)[C:21](=[O:22])[N:13]1[CH2:12][C:11]1[CH:24]=[CH:25][CH:26]=[CH:27][C:10]=1[CH2:9][O:8][C:7]1[CH:6]=[C:5]([CH3:28])[N:4]([CH2:31][C:32]2[CH:33]=[CH:34][C:35]([O:40][CH3:41])=[C:36]([CH:39]=2)[C:37]#[N:38])[C:3](=[O:29])[C:2]=1[I:1]. (3) Given the reactants [Br:1][CH2:2][C@@H:3]([CH3:6])[CH2:4][OH:5].[C:7](OC(=O)C)(=[O:9])[CH3:8].O.C(OCC)(=O)C, predict the reaction product. The product is: [C:7]([O:5][CH2:4][C@H:3]([CH3:6])[CH2:2][Br:1])(=[O:9])[CH3:8]. (4) Given the reactants [F:1][C:2]1[C:3]([NH:28][CH:29]([C:35]([CH3:38])([CH3:37])[CH3:36])[CH2:30][C:31](OC)=[O:32])=[N:4][C:5]([C:8]2[C:16]3[C:11](=[N:12][CH:13]=[C:14]([F:17])[CH:15]=3)[N:10]([S:18]([C:21]3[CH:27]=[CH:26][C:24]([CH3:25])=[CH:23][CH:22]=3)(=[O:20])=[O:19])[CH:9]=2)=[N:6][CH:7]=1.[BH4-].[Li+].Cl, predict the reaction product. The product is: [F:1][C:2]1[C:3]([NH:28][CH:29]([C:35]([CH3:38])([CH3:37])[CH3:36])[CH2:30][CH2:31][OH:32])=[N:4][C:5]([C:8]2[C:16]3[C:11](=[N:12][CH:13]=[C:14]([F:17])[CH:15]=3)[N:10]([S:18]([C:21]3[CH:27]=[CH:26][C:24]([CH3:25])=[CH:23][CH:22]=3)(=[O:19])=[O:20])[CH:9]=2)=[N:6][CH:7]=1. (5) Given the reactants [NH:1]1[CH2:11][CH2:10][CH2:9][CH:3](C(OCC)=O)[CH2:2]1.[C:12]([C:14]1[CH:21]=[CH:20][CH:19]=[CH:18][C:15]=1[CH:16]=O)#[N:13].[NH2:22][C:23]1[CH:27]=[CH:26][NH:25][N:24]=1, predict the reaction product. The product is: [C:2]([C:3]1[CH:16]([C:15]2[CH:18]=[CH:19][CH:20]=[CH:21][C:14]=2[C:12]#[N:13])[C:27]2[C:23](=[N:24][NH:25][CH:26]=2)[NH:22][C:9]=1[CH:9]1[CH2:3][CH2:2][NH:1][CH2:11][CH2:10]1)#[N:1]. (6) Given the reactants C1(O[C:8](=[O:27])[NH:9][C:10]2[CH:15]=[C:14]([C:16]([CH3:19])([CH3:18])[CH3:17])[CH:13]=[C:12]([NH:20][S:21]([CH3:24])(=[O:23])=[O:22])[C:11]=2[O:25][CH3:26])C=CC=CC=1.[NH2:28][C:29]1[C:38]2[C:33](=[CH:34][CH:35]=[CH:36][CH:37]=2)[C:32]([O:39][C:40]2[CH:45]=[CH:44][N:43]=[C:42]([NH:46][C:47]3[CH:48]=[C:49]([CH:62]=[C:63]([O:65][CH3:66])[CH:64]=3)[C:50]([NH:52][CH2:53][CH2:54][N:55]3[CH2:60][CH2:59][N:58]([CH3:61])[CH2:57][CH2:56]3)=[O:51])[CH:41]=2)=[CH:31][CH:30]=1, predict the reaction product. The product is: [C:16]([C:14]1[CH:13]=[C:12]([NH:20][S:21]([CH3:24])(=[O:22])=[O:23])[C:11]([O:25][CH3:26])=[C:10]([NH:9][C:8](=[O:27])[NH:28][C:29]2[C:38]3[C:33](=[CH:34][CH:35]=[CH:36][CH:37]=3)[C:32]([O:39][C:40]3[CH:45]=[CH:44][N:43]=[C:42]([NH:46][C:47]4[CH:48]=[C:49]([CH:62]=[C:63]([O:65][CH3:66])[CH:64]=4)[C:50]([NH:52][CH2:53][CH2:54][N:55]4[CH2:60][CH2:59][N:58]([CH3:61])[CH2:57][CH2:56]4)=[O:51])[CH:41]=3)=[CH:31][CH:30]=2)[CH:15]=1)([CH3:19])([CH3:17])[CH3:18]. (7) Given the reactants [CH2:1]([C@H:3]1[NH:8][CH2:7][CH2:6][NH:5][CH2:4]1)[CH3:2].[S:9](N)([NH2:12])(=[O:11])=[O:10], predict the reaction product. The product is: [CH2:1]([C@H:3]1[NH:8][CH2:7][CH2:6][N:5]([S:9]([NH2:12])(=[O:11])=[O:10])[CH2:4]1)[CH3:2]. (8) Given the reactants [C:1]([C:4]1[CH:5]=[C:6]([S:10]([N:13]2[CH2:17][CH2:16][S:15][C@H:14]2[C:18]([O:20][C@H:21]([C:32]2[CH:37]=[CH:36][C:35]([O:38][CH:39]([F:41])[F:40])=[C:34]([O:42][CH2:43][CH:44]3[CH2:46][CH2:45]3)[CH:33]=2)[CH2:22][C:23]2[C:28]([Cl:29])=[CH:27][N+:26]([O-:30])=[CH:25][C:24]=2[Cl:31])=[O:19])(=[O:12])=[O:11])[CH:7]=[CH:8][CH:9]=1)([OH:3])=O.[NH2:47][CH2:48][CH2:49][NH:50][C:51](=[O:57])[O:52][C:53]([CH3:56])([CH3:55])[CH3:54].C(Cl)CCl, predict the reaction product. The product is: [C:53]([O:52][C:51]([NH:50][CH2:49][CH2:48][NH:47][C:1]([C:4]1[CH:5]=[C:6]([S:10]([N:13]2[CH2:17][CH2:16][S:15][C@H:14]2[C:18]([O:20][C@H:21]([C:32]2[CH:37]=[CH:36][C:35]([O:38][CH:39]([F:40])[F:41])=[C:34]([O:42][CH2:43][CH:44]3[CH2:46][CH2:45]3)[CH:33]=2)[CH2:22][C:23]2[C:24]([Cl:31])=[CH:25][N+:26]([O-:30])=[CH:27][C:28]=2[Cl:29])=[O:19])(=[O:12])=[O:11])[CH:7]=[CH:8][CH:9]=1)=[O:3])=[O:57])([CH3:56])([CH3:55])[CH3:54].